Predict which catalyst facilitates the given reaction. From a dataset of Catalyst prediction with 721,799 reactions and 888 catalyst types from USPTO. (1) Reactant: [OH-].[Na+].[CH3:3][O:4][C:5]1[CH:6]=[C:7]([CH:23]=[CH:24][C:25]=1[N+:26]([O-:28])=[O:27])[C:8]([C:10]1[N:14]2[CH:15]=[C:16]([C:19]([O:21]C)=[O:20])[CH:17]=[CH:18][C:13]2=[CH:12][N:11]=1)=[O:9]. Product: [CH3:3][O:4][C:5]1[CH:6]=[C:7]([CH:23]=[CH:24][C:25]=1[N+:26]([O-:28])=[O:27])[C:8]([C:10]1[N:14]2[CH:15]=[C:16]([C:19]([OH:21])=[O:20])[CH:17]=[CH:18][C:13]2=[CH:12][N:11]=1)=[O:9]. The catalyst class is: 169. (2) Reactant: [NH2:1][C:2]1[N:3]=[C:4](S(C)(=O)=O)[S:5][C:6]=1[C:7]#[N:8].[C:13]([NH:20][CH2:21][CH2:22][NH2:23])([O:15][C:16]([CH3:19])([CH3:18])[CH3:17])=[O:14].C(N(CC)C(C)C)(C)C. Product: [NH2:1][C:2]1[N:3]=[C:4]([NH:23][CH2:22][CH2:21][NH:20][C:13](=[O:14])[O:15][C:16]([CH3:18])([CH3:17])[CH3:19])[S:5][C:6]=1[C:7]#[N:8]. The catalyst class is: 829.